This data is from Forward reaction prediction with 1.9M reactions from USPTO patents (1976-2016). The task is: Predict the product of the given reaction. (1) Given the reactants [CH2:1]([O:3][C:4]([C@@H:6]1[CH2:8][C@H:7]1[C:9]1[CH:14]=[CH:13][CH:12]=[C:11](Br)[CH:10]=1)=[O:5])[CH3:2].[Cl:16][C:17]1[CH:22]=[CH:21][C:20](B(O)O)=[CH:19][CH:18]=1.C([O-])([O-])=O.[K+].[K+], predict the reaction product. The product is: [CH2:1]([O:3][C:4]([C@@H:6]1[CH2:8][C@H:7]1[C:9]1[CH:10]=[C:11]([C:20]2[CH:21]=[CH:22][C:17]([Cl:16])=[CH:18][CH:19]=2)[CH:12]=[CH:13][CH:14]=1)=[O:5])[CH3:2]. (2) Given the reactants [F:1][C:2]1[CH:3]=[C:4]([NH:26][C:27](=[O:36])[O:28][CH2:29][C:30]2[CH:35]=[CH:34][CH:33]=[CH:32][CH:31]=2)[CH:5]=[CH:6][C:7]=1[O:8][C:9]1[CH:10]=[N:11][C:12]([NH:15][S:16]([C:19]2[CH:24]=[CH:23][C:22]([CH3:25])=[CH:21][CH:20]=2)(=[O:18])=[O:17])=[CH:13][CH:14]=1.C(N(CC)C(C)C)(C)C.I[CH2:47][C:48]([NH2:50])=[O:49].O, predict the reaction product. The product is: [NH2:50][C:48](=[O:49])[CH2:47][N:11]1[CH:10]=[C:9]([O:8][C:7]2[CH:6]=[CH:5][C:4]([NH:26][C:27](=[O:36])[O:28][CH2:29][C:30]3[CH:31]=[CH:32][CH:33]=[CH:34][CH:35]=3)=[CH:3][C:2]=2[F:1])[CH:14]=[CH:13]/[C:12]/1=[N:15]/[S:16]([C:19]1[CH:24]=[CH:23][C:22]([CH3:25])=[CH:21][CH:20]=1)(=[O:18])=[O:17]. (3) The product is: [Cl:36][C:12]1[CH:13]=[CH:14][C:9]([O:8][CH3:7])=[C:10]([C:19]2[CH2:24][CH2:23][CH2:22][CH2:21][C:20]=2[C:25]2[N:30]=[C:29]([C:31]([O:33][CH2:34][CH3:35])=[O:32])[CH:28]=[CH:27][CH:26]=2)[CH:11]=1. Given the reactants C1([CH2:7][O:8][C:9]2[CH:14]=[CH:13][C:12](C(F)(F)F)=[CH:11][C:10]=2[C:19]2[CH2:24][CH2:23][CH2:22][CH2:21][C:20]=2[C:25]2[N:30]=[C:29]([C:31]([O:33][CH2:34][CH3:35])=[O:32])[CH:28]=[CH:27][CH:26]=2)C=CC=CC=1.[Cl:36]C1C=CC(OC)=C(C2CCCCC=2B(O)O)C=1, predict the reaction product. (4) Given the reactants [C:1]([C:4]1[C:5]([Cl:13])=[N:6][CH:7]=[C:8]([N+:10]([O-:12])=[O:11])[CH:9]=1)([OH:3])=O.C(Cl)(=O)C(Cl)=O.[CH3:20][N:21]([CH3:24])[CH:22]=O.[CH:25]([N:28](C(C)C)CC)(C)[CH3:26], predict the reaction product. The product is: [Cl:13][C:5]1[C:4]([C:1]([C:26](=[CH:22][N:21]([CH3:24])[CH3:20])[C:25]#[N:28])=[O:3])=[CH:9][C:8]([N+:10]([O-:12])=[O:11])=[CH:7][N:6]=1. (5) Given the reactants [F:1][C:2]1[CH:7]=[CH:6][CH:5]=[CH:4][C:3]=1[C:8]1[N:12]2[N:13]=[C:14]([S:17][CH:18]([CH2:24][CH3:25])[C:19]([O:21]CC)=[O:20])[CH:15]=[CH:16][C:11]2=[N:10][N:9]=1.[OH-].[Na+], predict the reaction product. The product is: [F:1][C:2]1[CH:7]=[CH:6][CH:5]=[CH:4][C:3]=1[C:8]1[N:12]2[N:13]=[C:14]([S:17][CH:18]([CH2:24][CH3:25])[C:19]([OH:21])=[O:20])[CH:15]=[CH:16][C:11]2=[N:10][N:9]=1. (6) Given the reactants [F:1][C:2]([F:23])([F:22])[C@@H:3]([OH:21])[CH2:4][N:5]1[CH2:10][CH2:9][O:8][CH:7]([C:11]2[CH:16]=[CH:15][C:14]([C:17]([F:20])([F:19])[F:18])=[CH:13][CH:12]=2)[CH2:6]1.[Cl:24][C:25]1[CH:30]=[C:29]([N:31]=[C:32]=[O:33])[CH:28]=[CH:27][C:26]=1[CH3:34], predict the reaction product. The product is: [F:23][C:2]([F:1])([F:22])[C@@H:3]([O:21][C:32](=[O:33])[NH:31][C:29]1[CH:28]=[CH:27][C:26]([CH3:34])=[C:25]([Cl:24])[CH:30]=1)[CH2:4][N:5]1[CH2:10][CH2:9][O:8][CH:7]([C:11]2[CH:12]=[CH:13][C:14]([C:17]([F:18])([F:19])[F:20])=[CH:15][CH:16]=2)[CH2:6]1. (7) Given the reactants F[C:2]1[N:7]=[CH:6][C:5]([C:8]2[N:12]3[CH:13]=[CH:14][CH:15]=[CH:16][C:11]3=[N:10][C:9]=2[C:17]([O:19][CH2:20][CH3:21])=[O:18])=[CH:4][CH:3]=1.[NH:22]1[CH2:27][CH2:26][O:25][CH2:24][CH2:23]1, predict the reaction product. The product is: [N:22]1([C:2]2[N:7]=[CH:6][C:5]([C:8]3[N:12]4[CH:13]=[CH:14][CH:15]=[CH:16][C:11]4=[N:10][C:9]=3[C:17]([O:19][CH2:20][CH3:21])=[O:18])=[CH:4][CH:3]=2)[CH2:27][CH2:26][O:25][CH2:24][CH2:23]1. (8) Given the reactants [F:1][C:2]([F:19])([F:18])[C:3]1[CH:4]=[C:5]([C:13]2[N:14]=[N:15][NH:16][N:17]=2)[CH:6]=[C:7]([C:9]([F:12])([F:11])[F:10])[CH:8]=1.Br[CH2:21][C:22](=[CH2:29])[C:23]([O:25][CH:26]([CH3:28])[CH3:27])=[O:24], predict the reaction product. The product is: [F:19][C:2]([F:1])([F:18])[C:3]1[CH:4]=[C:5]([C:13]2[N:14]=[N:15][N:16]([CH2:29][C:22](=[CH2:21])[C:23]([O:25][CH:26]([CH3:28])[CH3:27])=[O:24])[N:17]=2)[CH:6]=[C:7]([C:9]([F:10])([F:12])[F:11])[CH:8]=1.